Dataset: Reaction yield outcomes from USPTO patents with 853,638 reactions. Task: Predict the reaction yield, written as a fraction of the theoretical maximum amount of product (1.0 means a 100% yield; for example, 0.34 means a 34% yield). (1) The reactants are C([N:8]1[CH2:13][CH2:12][N:11]([CH3:14])[CH2:10][CH:9]1[CH2:15][NH:16][C:17](=[O:22])[C:18]([F:21])([F:20])[F:19])C1C=CC=CC=1. The catalyst is C(O)C.[Pd]. The product is [CH3:14][N:11]1[CH2:12][CH2:13][NH:8][CH:9]([CH2:15][NH:16][C:17](=[O:22])[C:18]([F:21])([F:19])[F:20])[CH2:10]1. The yield is 0.940. (2) The reactants are Cl.[NH2:2][C:3]1[C:4]2[C:14]([O:15][CH2:16][C:17]([NH2:20])([CH3:19])[CH3:18])=[CH:13][CH:12]=[CH:11][C:5]=2[NH:6][S:7](=[O:10])(=[O:9])[N:8]=1.[N:21]1[CH:22]=[CH:23][N:24]2[CH:29]=[CH:28][C:27]([C:30](O)=[O:31])=[CH:26][C:25]=12. No catalyst specified. The product is [NH2:2][C:3]1[C:4]2[C:14]([O:15][CH2:16][C:17]([NH:20][C:30]([C:27]3[CH:28]=[CH:29][N:24]4[CH:23]=[CH:22][N:21]=[C:25]4[CH:26]=3)=[O:31])([CH3:18])[CH3:19])=[CH:13][CH:12]=[CH:11][C:5]=2[NH:6][S:7](=[O:10])(=[O:9])[N:8]=1. The yield is 0.250. (3) The catalyst is [Pd]. The product is [NH:1]1[C:5]2[CH:6]=[CH:7][C:8]([N:10]3[CH:16]([C:15]4[CH:18]=[CH:19][C:20]([O:21][CH3:22])=[C:13]([O:12][CH3:11])[CH:14]=4)[CH2:30][NH:29][C:34]3=[O:35])=[CH:9][C:4]=2[N:3]=[CH:2]1. The yield is 0.297. The reactants are [NH:1]1[C:5]2[CH:6]=[CH:7][C:8]([NH2:10])=[CH:9][C:4]=2[N:3]=[CH:2]1.[CH3:11][O:12][C:13]1[CH:14]=[C:15]([CH:18]=[CH:19][C:20]=1[O:21][CH3:22])[CH:16]=O.[Si](C#N)(C)(C)C.[N:29]1([C:34](N2C=CN=C2)=[O:35])C=CN=[CH:30]1. (4) The reactants are [Cl:1][C:2]1[C:26]([O:27][CH3:28])=[CH:25][C:5]([O:6][CH2:7][CH:8]([OH:24])[CH2:9][N:10]2[CH2:15][CH2:14][CH:13]([O:16][C:17]3[CH:22]=[CH:21][C:20]([Cl:23])=[CH:19][CH:18]=3)[CH2:12][CH2:11]2)=[C:4]([N+:29]([O-])=O)[CH:3]=1.O.O.Cl[Sn]Cl. The catalyst is C(O)C. The product is [NH2:29][C:4]1[CH:3]=[C:2]([Cl:1])[C:26]([O:27][CH3:28])=[CH:25][C:5]=1[O:6][CH2:7][CH:8]([OH:24])[CH2:9][N:10]1[CH2:15][CH2:14][CH:13]([O:16][C:17]2[CH:18]=[CH:19][C:20]([Cl:23])=[CH:21][CH:22]=2)[CH2:12][CH2:11]1. The yield is 0.850.